Predict the reactants needed to synthesize the given product. From a dataset of Full USPTO retrosynthesis dataset with 1.9M reactions from patents (1976-2016). Given the product [Cl:9][CH:10]([C:11]1[N:8]=[C:6]2[CH:5]=[CH:4][CH:3]=[C:2]([CH3:1])[N:7]2[C:13](=[O:14])[CH:12]=1)[CH3:18], predict the reactants needed to synthesize it. The reactants are: [CH3:1][C:2]1[N:7]=[C:6]([NH2:8])[CH:5]=[CH:4][CH:3]=1.[Cl:9][CH:10]([CH3:18])[C:11](=O)[CH2:12][C:13](OC)=[O:14].[OH-].[Na+].